Dataset: Full USPTO retrosynthesis dataset with 1.9M reactions from patents (1976-2016). Task: Predict the reactants needed to synthesize the given product. (1) Given the product [CH2:1]([S:3]([N:6]1[CH2:11][CH2:10][CH:9]([C:12]2[C:20]3[C:15](=[C:16]([C:29]([NH2:31])=[O:30])[CH:17]=[C:18]([C:21]4[CH:22]=[CH:23][C:24]([CH:27]=[O:28])=[CH:25][CH:26]=4)[CH:19]=3)[NH:14][CH:13]=2)[CH2:8][CH2:7]1)(=[O:5])=[O:4])[CH3:2], predict the reactants needed to synthesize it. The reactants are: [CH2:1]([S:3]([N:6]1[CH2:11][CH2:10][CH:9]([C:12]2[C:20]3[C:15](=[C:16]([C:29]([NH2:31])=[O:30])[CH:17]=[C:18]([C:21]4[CH:26]=[CH:25][C:24]([CH2:27][OH:28])=[CH:23][CH:22]=4)[CH:19]=3)[NH:14][CH:13]=2)[CH2:8][CH2:7]1)(=[O:5])=[O:4])[CH3:2]. (2) Given the product [Cl:35][C:36]1[CH:37]=[CH:38][C:39]([NH:42][C:43](=[S:69])[NH:44][C:45]2[CH:50]=[CH:49][C:48]([C:51]3[CH:52]=[C:53]4[C:57](=[CH:58][CH:59]=3)[C:56](=[O:60])[N:55]([C@@H:61]([CH:66]([CH3:67])[CH3:68])[C:62]([OH:64])=[O:63])[CH2:54]4)=[CH:47][CH:46]=2)=[CH:40][CH:41]=1, predict the reactants needed to synthesize it. The reactants are: FC1C=CC=CC=1NC(=S)NC1C=CC(C2C=C3C(=CC=2)C(=O)N([C@@H](C(C)C)C(O)=O)C3)=CC=1.[Cl:35][C:36]1[CH:41]=[CH:40][C:39]([NH:42][C:43](=[S:69])[NH:44][C:45]2[CH:50]=[CH:49][C:48]([C:51]3[CH:52]=[C:53]4[C:57](=[CH:58][CH:59]=3)[C:56](=[O:60])[N:55]([C@@H:61]([CH:66]([CH3:68])[CH3:67])[C:62]([O:64]C)=[O:63])[CH2:54]4)=[CH:47][CH:46]=2)=[CH:38][CH:37]=1. (3) Given the product [N:20]1[CH:21]=[CH:22][CH:23]=[C:18]([CH:15]2[CH2:16][CH2:17][N:12]([C:9]3[CH:10]=[CH:11][C:6]4[N:7]([C:3]([C:2]([F:25])([F:1])[F:24])=[N:4][N:5]=4)[N:8]=3)[CH2:13][CH2:14]2)[CH:19]=1, predict the reactants needed to synthesize it. The reactants are: [F:1][C:2]([F:25])([F:24])[C:3]1[N:7]2[N:8]=[C:9]([N:12]3[CH2:17][CH:16]=[C:15]([C:18]4[CH:19]=[N:20][CH:21]=[CH:22][CH:23]=4)[CH2:14][CH2:13]3)[CH:10]=[CH:11][C:6]2=[N:5][N:4]=1. (4) The reactants are: Cl[C:2]1[C:11]2[C:6](=[CH:7][CH:8]=[CH:9][CH:10]=2)[N:5]=[C:4]([N:12]2[CH2:17][CH2:16][N:15]([C:18]([NH:20][C:21]3[CH:26]=[CH:25][CH:24]=[C:23]([F:27])[CH:22]=3)=[O:19])[CH2:14][CH:13]2[CH:28]([CH3:30])[CH3:29])[N:3]=1.[CH2:31]1[CH2:35][O:34]CC1. Given the product [C:35]([OH:19])(=[O:34])[CH3:31].[C:35]([OH:19])(=[O:34])[CH3:31].[N:5]1[C:6]2[C:11](=[CH:10][CH:9]=[CH:8][CH:7]=2)[CH2:2][NH:3][C:4]=1[N:12]1[CH2:17][CH2:16][N:15]([C:18]([NH:20][C:21]2[CH:26]=[CH:25][CH:24]=[C:23]([F:27])[CH:22]=2)=[O:19])[CH2:14][CH:13]1[CH:28]([CH3:30])[CH3:29], predict the reactants needed to synthesize it. (5) Given the product [CH2:1]([N:3]1[C:12]2[C:7](=[CH:8][CH:9]=[C:10]([O:23][CH2:24][C:25]3[CH:26]=[CH:27][C:28]([O:31][CH3:32])=[CH:29][CH:30]=3)[C:11]=2[O:13][CH2:14][C:15]2[CH:20]=[CH:19][C:18]([O:21][CH3:22])=[CH:17][CH:16]=2)[C:6](=[O:33])[C:5]([CH2:34][N:36]2[CH2:40][CH2:39][CH2:38][CH2:37]2)=[CH:4]1)[CH3:2], predict the reactants needed to synthesize it. The reactants are: [CH2:1]([N:3]1[C:12]2[C:7](=[CH:8][CH:9]=[C:10]([O:23][CH2:24][C:25]3[CH:30]=[CH:29][C:28]([O:31][CH3:32])=[CH:27][CH:26]=3)[C:11]=2[O:13][CH2:14][C:15]2[CH:20]=[CH:19][C:18]([O:21][CH3:22])=[CH:17][CH:16]=2)[C:6](=[O:33])[C:5]([CH:34]=O)=[CH:4]1)[CH3:2].[NH:36]1[CH2:40][CH2:39][CH2:38][CH2:37]1.C(O[BH-](OC(=O)C)OC(=O)C)(=O)C.[Na+].CC(O)=O. (6) Given the product [CH:38]1([C:41]([NH:1][C:2]2[CH:3]=[C:4]([C:8]3[CH:17]=[N:16][C:15]4[C:14]([N:18]5[CH2:23][CH2:22][O:21][CH2:20][CH2:19]5)=[N:13][C:12]([C:24]5[CH:25]=[N:26][C:27]([NH:30][C:31](=[O:37])[O:32][C:33]([CH3:34])([CH3:36])[CH3:35])=[N:28][CH:29]=5)=[N:11][C:10]=4[CH:9]=3)[CH:5]=[CH:6][CH:7]=2)=[O:42])[CH2:40][CH2:39]1, predict the reactants needed to synthesize it. The reactants are: [NH2:1][C:2]1[CH:3]=[C:4]([C:8]2[CH:17]=[N:16][C:15]3[C:14]([N:18]4[CH2:23][CH2:22][O:21][CH2:20][CH2:19]4)=[N:13][C:12]([C:24]4[CH:25]=[N:26][C:27]([NH:30][C:31](=[O:37])[O:32][C:33]([CH3:36])([CH3:35])[CH3:34])=[N:28][CH:29]=4)=[N:11][C:10]=3[CH:9]=2)[CH:5]=[CH:6][CH:7]=1.[CH:38]1([C:41](O)=[O:42])[CH2:40][CH2:39]1.CN(C=O)C.CN(C(ON1N=NC2C=CC=NC1=2)=[N+](C)C)C.F[P-](F)(F)(F)(F)F.